Dataset: Full USPTO retrosynthesis dataset with 1.9M reactions from patents (1976-2016). Task: Predict the reactants needed to synthesize the given product. Given the product [CH2:26]([N:8]1[C:9](=[O:11])[CH:10]=[C:5]([NH:4][C:3]2[CH:17]=[CH:18][C:19]([I:21])=[CH:20][C:2]=2[F:1])[C:6]([C:12]([O:14][CH2:15][CH3:16])=[O:13])=[CH:7]1)[CH:25]=[CH2:24], predict the reactants needed to synthesize it. The reactants are: [F:1][C:2]1[CH:20]=[C:19]([I:21])[CH:18]=[CH:17][C:3]=1[NH:4][C:5]1[C:6]([C:12]([O:14][CH2:15][CH3:16])=[O:13])=[CH:7][NH:8][C:9](=[O:11])[CH:10]=1.[H-].[Na+].[CH2:24](Br)[CH:25]=[CH2:26].